The task is: Predict the reaction yield, written as a fraction of the theoretical maximum amount of product (1.0 means a 100% yield; for example, 0.34 means a 34% yield).. This data is from Reaction yield outcomes from USPTO patents with 853,638 reactions. The reactants are Cl.[N:2]1[CH:7]=[CH:6][CH:5]=[CH:4][C:3]=1[C:8](Cl)=[O:9].CCN(CC)CC.[CH3:18][O:19][C:20]1[CH:21]=[C:22]([CH:24]=[CH:25][C:26]=1[O:27][C:28]1[N:33]=[CH:32][CH:31]=[CH:30][N:29]=1)[NH2:23]. The catalyst is C(Cl)Cl. The product is [CH3:18][O:19][C:20]1[CH:21]=[C:22]([NH:23][C:8](=[O:9])[C:3]2[CH:4]=[CH:5][CH:6]=[CH:7][N:2]=2)[CH:24]=[CH:25][C:26]=1[O:27][C:28]1[N:29]=[CH:30][CH:31]=[CH:32][N:33]=1. The yield is 0.190.